From a dataset of Catalyst prediction with 721,799 reactions and 888 catalyst types from USPTO. Predict which catalyst facilitates the given reaction. (1) Reactant: [S:1]1[C:5]2[CH:6]=[CH:7][CH:8]=[CH:9][C:4]=2[N:3]=[CH:2]1.[Li]CCCC.[C:15]([O:19][C:20](=[O:40])[NH:21][CH2:22][CH2:23][CH2:24][CH2:25][C@H:26]([NH:29][C:30]([O:32][CH2:33][C:34]1[CH:39]=[CH:38][CH:37]=[CH:36][CH:35]=1)=[O:31])[CH:27]=[O:28])([CH3:18])([CH3:17])[CH3:16]. Product: [C:15]([O:19][C:20](=[O:40])[NH:21][CH2:22][CH2:23][CH2:24][CH2:25][C@H:26]([NH:29][C:30]([O:32][CH2:33][C:34]1[CH:39]=[CH:38][CH:37]=[CH:36][CH:35]=1)=[O:31])[CH:27]([C:2]1[S:1][C:5]2[CH:6]=[CH:7][CH:8]=[CH:9][C:4]=2[N:3]=1)[OH:28])([CH3:18])([CH3:16])[CH3:17]. The catalyst class is: 1. (2) Reactant: [Cl:1][C:2]1[C:3]([O:8][CH:9]2[CH2:14][CH2:13][N:12]([S:15]([CH2:18][CH:19]([NH:26][OH:27])[C:20]3[CH:21]=[N:22][CH:23]=[CH:24][CH:25]=3)(=[O:17])=[O:16])[CH2:11][CH2:10]2)=[N:4][CH:5]=[CH:6][CH:7]=1.[C:28](OC(=O)C)(=[O:30])C.C(O)=O.CO. Product: [Cl:1][C:2]1[C:3]([O:8][CH:9]2[CH2:10][CH2:11][N:12]([S:15]([CH2:18][CH:19]([N:26]([OH:27])[CH:28]=[O:30])[C:20]3[CH:21]=[N:22][CH:23]=[CH:24][CH:25]=3)(=[O:16])=[O:17])[CH2:13][CH2:14]2)=[N:4][CH:5]=[CH:6][CH:7]=1. The catalyst class is: 2. (3) Reactant: [F:1][C:2]1[CH:7]=[CH:6][C:5]([C:8]2[N:9]=[C:10]([CH2:13][OH:14])[NH:11][CH:12]=2)=[CH:4][CH:3]=1.Br[CH2:16][CH2:17]Br.C([O-])([O-])=O.[K+].[K+]. Product: [F:1][C:2]1[CH:3]=[CH:4][C:5]([C:8]2[N:9]=[C:10]3[N:11]([CH:12]=2)[CH2:17][CH2:16][O:14][CH2:13]3)=[CH:6][CH:7]=1. The catalyst class is: 3. (4) Reactant: [CH2:1]([C:3]1([C:38]([O:40][CH2:41][CH3:42])=[O:39])[CH2:8][CH2:7][N:6]([C:9]2[N:14]=[CH:13][C:12]([C:15]3[CH:16]=[C:17]([C:34]#[C:35][CH2:36][OH:37])[C:18]4[S:22][C:21]([N:23]5[CH2:28][N:27]([CH3:29])[CH2:26][N:25]([CH2:30][CH3:31])[C:24]5=[O:32])=[N:20][C:19]=4[CH:33]=3)=[CH:11][N:10]=2)[CH2:5][CH2:4]1)[CH3:2].C(N(CC)CC)C.[CH3:50][S:51](Cl)(=[O:53])=[O:52]. Product: [CH2:1]([C:3]1([C:38]([O:40][CH2:41][CH3:42])=[O:39])[CH2:4][CH2:5][N:6]([C:9]2[N:14]=[CH:13][C:12]([C:15]3[CH:16]=[C:17]([C:34]#[C:35][CH2:36][O:37][S:51]([CH3:50])(=[O:53])=[O:52])[C:18]4[S:22][C:21]([N:23]5[CH2:28][N:27]([CH3:29])[CH2:26][N:25]([CH2:30][CH3:31])[C:24]5=[O:32])=[N:20][C:19]=4[CH:33]=3)=[CH:11][N:10]=2)[CH2:7][CH2:8]1)[CH3:2]. The catalyst class is: 34. (5) Reactant: [Cl:1][C:2]1[CH:7]=[C:6](I)[CH:5]=[CH:4][N:3]=1.CC1(C)C(C)(C)OB([C:17]2[CH:29]=[CH:28][C:20]3[N:21]=[C:22]([NH:24][C:25](=[O:27])[CH3:26])[S:23][C:19]=3[CH:18]=2)O1.C(=O)([O-])[O-].[Na+].[Na+]. Product: [Cl:1][C:2]1[CH:7]=[C:6]([C:17]2[CH:29]=[CH:28][C:20]3[N:21]=[C:22]([NH:24][C:25](=[O:27])[CH3:26])[S:23][C:19]=3[CH:18]=2)[CH:5]=[CH:4][N:3]=1. The catalyst class is: 77. (6) Reactant: [Cl:1][C:2]1[N:3]=[C:4]([Cl:11])[C:5]2[CH:10]=[CH:9][NH:8][C:6]=2[N:7]=1.[H-].[Na+].Cl[CH2:15][O:16][CH2:17][CH2:18][Si:19]([CH3:22])([CH3:21])[CH3:20]. Product: [Cl:1][C:2]1[N:3]=[C:4]([Cl:11])[C:5]2[CH:10]=[CH:9][N:8]([CH2:15][O:16][CH2:17][CH2:18][Si:19]([CH3:22])([CH3:21])[CH3:20])[C:6]=2[N:7]=1. The catalyst class is: 9. (7) Reactant: Cl[C:2]1[N:10]=[C:9]2[C:5]([N:6]=[C:7]([CH2:12][CH2:13][N:14]([CH3:23])[C:15]3([CH3:22])[CH2:19][CH2:18][S:17](=[O:21])(=[O:20])[CH2:16]3)[N:8]2[CH3:11])=[C:4]([N:24]2[CH2:29][CH2:28][O:27][CH2:26][CH2:25]2)[N:3]=1.[CH2:30]([C:32]1[NH:33][C:34]2[CH:40]=[CH:39][CH:38]=[CH:37][C:35]=2[N:36]=1)[CH3:31].CC(C1C=C(C(C)C)C(C2C=CC=CC=2P(C2CCCCC2)C2CCCCC2)=C(C(C)C)C=1)C.C([O-])([O-])=O.[Cs+].[Cs+]. Product: [CH2:30]([C:32]1[N:33]([C:2]2[N:10]=[C:9]3[C:5]([N:6]=[C:7]([CH2:12][CH2:13][N:14]([CH3:23])[C:15]4([CH3:22])[CH2:19][CH2:18][S:17](=[O:20])(=[O:21])[CH2:16]4)[N:8]3[CH3:11])=[C:4]([N:24]3[CH2:29][CH2:28][O:27][CH2:26][CH2:25]3)[N:3]=2)[C:34]2[CH:40]=[CH:39][CH:38]=[CH:37][C:35]=2[N:36]=1)[CH3:31]. The catalyst class is: 62. (8) Reactant: Cl[C:2]1[C:14]2[C:13]3[CH:12]=[CH:11][C:10]([C:15]([O:17][CH3:18])=[O:16])=[CH:9][C:8]=3[NH:7][C:6]=2[C:5]([C:19]#[N:20])=[CH:4][N:3]=1.[CH3:21][C:22]1[C:27](B2OC(C)(C)C(C)(C)O2)=[CH:26][CH:25]=[CH:24][C:23]=1[N:37]1[C:46](=[O:47])[C:45]2[C:40](=[CH:41][CH:42]=[CH:43][CH:44]=2)[N:39]=[CH:38]1.C(=O)([O-])[O-].[Na+].[Na+]. Product: [CH3:18][O:17][C:15]([C:10]1[CH:11]=[CH:12][C:13]2[C:14]3[C:2]([C:27]4[CH:26]=[CH:25][CH:24]=[C:23]([N:37]5[C:46](=[O:47])[C:45]6[C:40](=[CH:41][CH:42]=[CH:43][CH:44]=6)[N:39]=[CH:38]5)[C:22]=4[CH3:21])=[N:3][CH:4]=[C:5]([C:19]#[N:20])[C:6]=3[NH:7][C:8]=2[CH:9]=1)=[O:16]. The catalyst class is: 77.